From a dataset of Catalyst prediction with 721,799 reactions and 888 catalyst types from USPTO. Predict which catalyst facilitates the given reaction. (1) Reactant: [C:1]([O:5][C:6]([N:8]1[CH2:13][CH2:12][CH:11]([CH2:14][CH2:15][OH:16])[CH2:10][CH2:9]1)=[O:7])([CH3:4])([CH3:3])[CH3:2].[H-].[Na+].[F:19][C:20]([F:30])([F:29])[C:21]1[CH:28]=[CH:27][C:24]([CH2:25]Br)=[CH:23][CH:22]=1.[NH4+].[Cl-]. Product: [C:1]([O:5][C:6]([N:8]1[CH2:13][CH2:12][CH:11]([CH2:14][CH2:15][O:16][CH2:25][C:24]2[CH:23]=[CH:22][C:21]([C:20]([F:19])([F:29])[F:30])=[CH:28][CH:27]=2)[CH2:10][CH2:9]1)=[O:7])([CH3:4])([CH3:3])[CH3:2]. The catalyst class is: 1. (2) Reactant: [CH3:1][CH:2]([CH2:21][CH2:22][CH3:23])[CH2:3][O:4][C:5]1[CH:10]=[CH:9][C:8]([C@@H:11]([NH2:20])[CH2:12][N:13]2[CH2:18][CH2:17][N:16]([CH3:19])[CH2:15][CH2:14]2)=[CH:7][CH:6]=1.[CH:24](N(CC)C(C)C)([CH3:26])[CH3:25].CN(C(ON1N=N[C:43]2[CH:44]=[CH:45][CH:46]=N[C:42]1=2)=[N+](C)C)C.F[P-](F)(F)(F)(F)F.[C:57]([O-:60])(O)=O.[Na+]. Product: [CH3:1][CH:2]([CH2:21][CH2:22][CH3:23])[CH2:3][O:4][C:5]1[CH:10]=[CH:9][C:8]([CH:11]([NH:20][C:57](=[O:60])[C@H:43]([C:44]2[CH:26]=[CH:24][CH:25]=[CH:46][CH:45]=2)[CH3:42])[CH2:12][N:13]2[CH2:14][CH2:15][N:16]([CH3:19])[CH2:17][CH2:18]2)=[CH:7][CH:6]=1. The catalyst class is: 4. (3) Reactant: [CH2:1]([C:3]1[C:7]2[C:8]([CH2:13][CH3:14])=[N:9][C:10]([CH3:12])=[CH:11][C:6]=2[NH:5][N:4]=1)[CH3:2].[H-].[Na+].[CH3:17][C:18]1[C:19]([N:24]([CH2:49][O:50][CH2:51][CH2:52][O:53][CH3:54])[S:25]([C:28]2[S:29][C:30]([CH3:48])=[CH:31][C:32]=2[C:33]2[CH:44]=[CH:43][C:36]([CH2:37]OS(C)(=O)=O)=[CH:35][C:34]=2[CH2:45][O:46][CH3:47])(=[O:27])=[O:26])=[N:20][O:21][C:22]=1[CH3:23].O. Product: [CH3:17][C:18]1[C:19]([N:24]([CH2:49][O:50][CH2:51][CH2:52][O:53][CH3:54])[S:25]([C:28]2[S:29][C:30]([CH3:48])=[CH:31][C:32]=2[C:33]2[CH:44]=[CH:43][C:36]([CH2:37][N:5]3[C:6]4[CH:11]=[C:10]([CH3:12])[N:9]=[C:8]([CH2:13][CH3:14])[C:7]=4[C:3]([CH2:1][CH3:2])=[N:4]3)=[CH:35][C:34]=2[CH2:45][O:46][CH3:47])(=[O:27])=[O:26])=[N:20][O:21][C:22]=1[CH3:23]. The catalyst class is: 42. (4) Reactant: [N:1]1[CH:6]=[C:5]([C:7]([O:9]CC)=O)[CH:4]=[N:3][CH:2]=1.[OH-].[NH4+:13]. Product: [N:1]1[CH:6]=[C:5]([C:7]([NH2:13])=[O:9])[CH:4]=[N:3][CH:2]=1. The catalyst class is: 5. (5) Reactant: Cl.[NH2:2][OH:3].[CH2:4]([N:6]([CH3:16])[C:7]1[CH:8]=[C:9]([CH:12]=[C:13]([CH3:15])[N:14]=1)[C:10]#[N:11])[CH3:5]. Product: [CH2:4]([N:6]([CH3:16])[C:7]1[CH:8]=[C:9]([CH:12]=[C:13]([CH3:15])[N:14]=1)[C:10]([NH:2][OH:3])=[NH:11])[CH3:5]. The catalyst class is: 5. (6) Reactant: [NH:1]1[C:9]2[C:4](=[CH:5][CH:6]=[CH:7][CH:8]=2)[CH:3]=[CH:2]1.[C:21]([O:20][C:18](O[C:18]([O:20][C:21]([CH3:24])(C)C)=[O:19])=[O:19])(C)(C)[CH3:24].O1CC[CH2:27][CH2:26]1. Product: [CH2:21]([O:20][C:18]([N:1]1[C:9]2[C:4](=[CH:5][CH:6]=[CH:7][CH:8]=2)[CH:3]=[CH:2]1)=[O:19])[CH2:24][CH2:26][CH3:27]. The catalyst class is: 277. (7) Reactant: [CH3:1][O:2][C:3]1[CH:12]=[CH:11][C:6]([C:7]([O:9]C)=[O:8])=[CH:5][N:4]=1.[OH-].[Na+:14]. Product: [CH3:1][O:2][C:3]1[CH:12]=[CH:11][C:6]([C:7]([O-:9])=[O:8])=[CH:5][N:4]=1.[Na+:14]. The catalyst class is: 12. (8) Reactant: F[C:2]1[N:7]=[CH:6][C:5]([CH:8]([N:10]2[CH2:15][CH2:14][O:13][CH2:12][CH2:11]2)[CH3:9])=[CH:4][C:3]=1[C:16]1[N:24]=[C:23]([CH3:25])[N:22]=[C:21]2[C:17]=1[N:18]=[CH:19][N:20]2[CH:26]1[CH2:31][CH2:30][CH2:29][CH2:28][O:27]1.[NH2:32][C:33]1[CH:34]=[C:35]([NH:40][S:41]([CH3:44])(=[O:43])=[O:42])[C:36]([Cl:39])=[N:37][CH:38]=1.C[Si]([N-][Si](C)(C)C)(C)C.[Na+]. Product: [Cl:39][C:36]1[C:35]([NH:40][S:41]([CH3:44])(=[O:43])=[O:42])=[CH:34][C:33]([NH:32][C:2]2[C:3]([C:16]3[N:24]=[C:23]([CH3:25])[N:22]=[C:21]4[C:17]=3[N:18]=[CH:19][N:20]4[CH:26]3[CH2:31][CH2:30][CH2:29][CH2:28][O:27]3)=[CH:4][C:5]([CH:8]([N:10]3[CH2:15][CH2:14][O:13][CH2:12][CH2:11]3)[CH3:9])=[CH:6][N:7]=2)=[CH:38][N:37]=1. The catalyst class is: 1. (9) Product: [ClH:33].[NH2:5][C:4]([CH2:10][CH2:11][C:12]1[CH:17]=[CH:16][C:15]([O:18][CH2:19][CH2:20][CH2:21][C:22]2[CH:27]=[CH:26][CH:25]=[C:24]([CH3:28])[CH:23]=2)=[C:14]([C:29]([F:30])([F:31])[F:32])[CH:13]=1)([CH2:3][CH2:2][F:1])[CH2:8][OH:7]. Reactant: [F:1][CH2:2][CH2:3][C:4]1([CH2:10][CH2:11][C:12]2[CH:17]=[CH:16][C:15]([O:18][CH2:19][CH2:20][CH2:21][C:22]3[CH:27]=[CH:26][CH:25]=[C:24]([CH3:28])[CH:23]=3)=[C:14]([C:29]([F:32])([F:31])[F:30])[CH:13]=2)[CH2:8][O:7]C(C)=[N:5]1.[ClH:33]. The catalyst class is: 8. (10) Reactant: ClC(Cl)(Cl)C(Cl)(Cl)Cl.[C:9]([O:13][C:14]([N:16]1[CH2:21][CH2:20][CH:19]([C:22]([NH:24][NH:25][C:26]2[CH:31]=[CH:30][C:29]([F:32])=[CH:28][N:27]=2)=O)[CH2:18][CH2:17]1)=[O:15])([CH3:12])([CH3:11])[CH3:10].C1(P(C2C=CC=CC=2)C2C=CC=CC=2)C=CC=CC=1.C(N(CC)CC)C. Product: [C:9]([O:13][C:14]([N:16]1[CH2:21][CH2:20][CH:19]([C:22]2[N:27]3[CH:28]=[C:29]([F:32])[CH:30]=[CH:31][C:26]3=[N:25][N:24]=2)[CH2:18][CH2:17]1)=[O:15])([CH3:12])([CH3:11])[CH3:10]. The catalyst class is: 1.